This data is from Forward reaction prediction with 1.9M reactions from USPTO patents (1976-2016). The task is: Predict the product of the given reaction. Given the reactants Cl.Cl.[CH2:3]([N:5]1[C:9]2[CH:10]=[CH:11][CH:12]=[CH:13][C:8]=2[N:7]=[C:6]1[CH:14]([NH2:16])[CH3:15])[CH3:4].Cl[C:18]1[N:26]=[CH:25][N:24]=[C:23]2[C:19]=1[N:20]=[CH:21][NH:22]2.CCN(C(C)C)C(C)C, predict the reaction product. The product is: [CH2:3]([N:5]1[C:9]2[CH:10]=[CH:11][CH:12]=[CH:13][C:8]=2[N:7]=[C:6]1[CH:14]([NH:16][C:18]1[N:26]=[CH:25][N:24]=[C:23]2[C:19]=1[N:20]=[CH:21][NH:22]2)[CH3:15])[CH3:4].